This data is from Catalyst prediction with 721,799 reactions and 888 catalyst types from USPTO. The task is: Predict which catalyst facilitates the given reaction. The catalyst class is: 22. Reactant: [Br:1]Br.[CH3:3][O:4][C:5](=[O:13])[C:6]1[CH:11]=[CH:10][N:9]=[C:8]([NH2:12])[CH:7]=1.S([O-])([O-])(=O)=S.[Na+].[Na+]. Product: [CH3:3][O:4][C:5](=[O:13])[C:6]1[C:11]([Br:1])=[CH:10][N:9]=[C:8]([NH2:12])[CH:7]=1.